Dataset: Reaction yield outcomes from USPTO patents with 853,638 reactions. Task: Predict the reaction yield, written as a fraction of the theoretical maximum amount of product (1.0 means a 100% yield; for example, 0.34 means a 34% yield). (1) The reactants are B(F)(F)F.BrCC(OCC)[O:8]CC.[NH2:14][C:15]1N[C:17]2[C:22]([C:23]=1[C:24]#[N:25])=[C:21](Br)C=CC=2. No catalyst specified. The product is [NH2:14][C:15]1[O:8][CH:21]=[C:22]([CH3:17])[C:23]=1[C:24]#[N:25]. The yield is 0.270. (2) The reactants are Cl[C:2]1[N:7]=[CH:6][C:5]([S:8]([N:11]([CH:20]2[CH2:24][CH2:23][CH2:22][CH2:21]2)[CH2:12][CH:13]2[CH2:17][O:16][C:15]([CH3:19])([CH3:18])[O:14]2)(=[O:10])=[O:9])=[CH:4][CH:3]=1.O.[NH2:26][NH2:27]. No catalyst specified. The product is [CH:20]1([N:11]([CH2:12][CH:13]2[CH2:17][O:16][C:15]([CH3:19])([CH3:18])[O:14]2)[S:8]([C:5]2[CH:6]=[N:7][C:2]([NH:26][NH2:27])=[CH:3][CH:4]=2)(=[O:10])=[O:9])[CH2:24][CH2:23][CH2:22][CH2:21]1. The yield is 0.990. (3) The reactants are [CH:1]([C:4]1[CH:9]=[CH:8][C:7]([C:10]2[C:14]3[C:15]([CH3:30])=[C:16]([NH:21][C:22](=O)[C:23]4[CH:28]=[CH:27][CH:26]=[CH:25][CH:24]=4)[C:17]([CH3:20])=[C:18]([CH3:19])[C:13]=3[O:12][C:11]=2[CH3:31])=[CH:6][CH:5]=1)([CH3:3])[CH3:2]. The catalyst is C(O)C. The product is [CH2:22]([NH:21][C:16]1[C:17]([CH3:20])=[C:18]([CH3:19])[C:13]2[O:12][C:11]([CH3:31])=[C:10]([C:7]3[CH:6]=[CH:5][C:4]([CH:1]([CH3:2])[CH3:3])=[CH:9][CH:8]=3)[C:14]=2[C:15]=1[CH3:30])[C:23]1[CH:28]=[CH:27][CH:26]=[CH:25][CH:24]=1. The yield is 0.550. (4) The reactants are [CH2:1]([C:5]1[N:6]=[C:7]([CH3:27])[NH:8][C:9](=[O:26])[C:10]=1[CH2:11][C:12]1[CH:17]=[CH:16][C:15]([C:18]2[C:19]([C:24]#[N:25])=[CH:20][CH:21]=[CH:22][CH:23]=2)=[CH:14][CH:13]=1)[CH2:2][CH2:3][CH3:4].N(C(N1CCCCC1)=O)=NC(N1CCCCC1)=O.C(P(CCCC)CCCC)CCC.[CH3:59][O:60][C:61]1[N:66]=[CH:65][C:64]([CH2:67]O)=[CH:63][CH:62]=1. The catalyst is C(OCC)(=O)C.O1CCCC1. The product is [CH2:1]([C:5]1[N:6]=[C:7]([CH3:27])[N:8]([CH2:67][C:64]2[CH:65]=[N:66][C:61]([O:60][CH3:59])=[CH:62][CH:63]=2)[C:9](=[O:26])[C:10]=1[CH2:11][C:12]1[CH:17]=[CH:16][C:15]([C:18]2[C:19]([C:24]#[N:25])=[CH:20][CH:21]=[CH:22][CH:23]=2)=[CH:14][CH:13]=1)[CH2:2][CH2:3][CH3:4]. The yield is 0.810. (5) The reactants are [Cl:1][C:2]1[CH:10]=[C:6]([C:7]([OH:9])=[O:8])[C:5]([OH:11])=[CH:4][CH:3]=1.[C:12](=[O:15])([O-])[O-].[K+].[K+].Br[CH2:19][CH2:20][O:21][CH3:22].[C:23](#N)[CH3:24]. No catalyst specified. The product is [CH3:22][O:21][CH2:20][CH2:19][O:8][C:7](=[O:9])[C:6]1[CH:10]=[C:2]([Cl:1])[CH:3]=[CH:4][C:5]=1[O:11][CH2:23][CH2:24][O:15][CH3:12]. The yield is 0.930. (6) The reactants are [O:1]([CH2:8][CH2:9][CH2:10][CH2:11][CH2:12][CH2:13][C:14]([C:16]1[O:17][C:18]([CH2:21][O:22]CC2C=CC=CC=2)=[N:19][N:20]=1)=[O:15])[C:2]1[CH:7]=[CH:6][CH:5]=[CH:4][CH:3]=1.C1CC=CCC=1. The catalyst is CC(O)=O.CO.[Pd]. The product is [OH:22][CH2:21][C:18]1[O:17][C:16]([C:14](=[O:15])[CH2:13][CH2:12][CH2:11][CH2:10][CH2:9][CH2:8][O:1][C:2]2[CH:3]=[CH:4][CH:5]=[CH:6][CH:7]=2)=[N:20][N:19]=1. The yield is 0.250. (7) The reactants are [CH3:1][O:2][C:3]1[CH:4]=[C:5]2[C:10](=[CH:11][C:12]=1OC[C@H]1CO1)[N:9]=[CH:8][N:7]=[C:6]2[O:18][C:19]1[CH:20]=[C:21]2[C:25](=[CH:26][CH:27]=1)[NH:24][CH:23]=[C:22]2[CH3:28].C(NC(C)C)(C)C. The catalyst is CN(C=O)C. The product is [CH3:1][O:2][C:3]1[CH:4]=[C:5]2[C:10](=[CH:11][CH:12]=1)[N:9]=[CH:8][N:7]=[C:6]2[O:18][C:19]1[CH:20]=[C:21]2[C:25](=[CH:26][CH:27]=1)[NH:24][CH:23]=[C:22]2[CH3:28]. The yield is 0.930.